This data is from M1 muscarinic receptor antagonist screen with 61,756 compounds. The task is: Binary Classification. Given a drug SMILES string, predict its activity (active/inactive) in a high-throughput screening assay against a specified biological target. (1) The compound is o1nc(nc1Cc1ccc(OC)cc1)c1ccc(n2cccc2)cc1. The result is 0 (inactive). (2) The drug is o1c2c(c(CC(=O)Nc3cc(ccc3)C(OC)=O)c1)ccc(OC)c2. The result is 0 (inactive). (3) The molecule is Brc1ccc(c2nc(S(=O)C)c(c(c2)c2ccccc2)C#N)cc1. The result is 0 (inactive). (4) The compound is S(c1nn2c(cc(nc2n1)C)C)CC(OC)=O. The result is 0 (inactive). (5) The drug is S(c1nc2n(c3c(c2nn1)cccc3)CC)Cc1ccccc1. The result is 0 (inactive). (6) The compound is OC(=O)CCNc1nc(nc2c1cccc2)c1ccccc1. The result is 0 (inactive). (7) The compound is S1c2c(nc(SCC(=O)Nc3ccccc3)n(c2=O)c2ccc(OC)cc2)CC1. The result is 0 (inactive). (8) The drug is O(Cc1ccc(cc1)C(Oc1ccccc1)=O)C(=O)c1nccnc1. The result is 0 (inactive). (9) The drug is S(=O)(=O)(N1C(N(CC1)C(=O)CN1CCCC1)C(C)C)c1ccccc1. The result is 0 (inactive).